From a dataset of NCI-60 drug combinations with 297,098 pairs across 59 cell lines. Regression. Given two drug SMILES strings and cell line genomic features, predict the synergy score measuring deviation from expected non-interaction effect. (1) Cell line: HCT-15. Drug 2: COC1=CC(=CC(=C1O)OC)C2C3C(COC3=O)C(C4=CC5=C(C=C24)OCO5)OC6C(C(C7C(O6)COC(O7)C8=CC=CS8)O)O. Synergy scores: CSS=65.1, Synergy_ZIP=-4.32, Synergy_Bliss=0.0381, Synergy_Loewe=-1.05, Synergy_HSA=3.63. Drug 1: CC(CN1CC(=O)NC(=O)C1)N2CC(=O)NC(=O)C2. (2) Drug 1: CCC1(CC2CC(C3=C(CCN(C2)C1)C4=CC=CC=C4N3)(C5=C(C=C6C(=C5)C78CCN9C7C(C=CC9)(C(C(C8N6C=O)(C(=O)OC)O)OC(=O)C)CC)OC)C(=O)OC)O.OS(=O)(=O)O. Drug 2: CCC(=C(C1=CC=CC=C1)C2=CC=C(C=C2)OCCN(C)C)C3=CC=CC=C3.C(C(=O)O)C(CC(=O)O)(C(=O)O)O. Cell line: NCI-H460. Synergy scores: CSS=19.9, Synergy_ZIP=17.1, Synergy_Bliss=18.1, Synergy_Loewe=16.9, Synergy_HSA=17.1. (3) Drug 1: C1CN1C2=NC(=NC(=N2)N3CC3)N4CC4. Drug 2: C1=CC=C(C(=C1)C(C2=CC=C(C=C2)Cl)C(Cl)Cl)Cl. Cell line: BT-549. Synergy scores: CSS=18.9, Synergy_ZIP=-2.56, Synergy_Bliss=1.17, Synergy_Loewe=-7.33, Synergy_HSA=2.53.